Dataset: Full USPTO retrosynthesis dataset with 1.9M reactions from patents (1976-2016). Task: Predict the reactants needed to synthesize the given product. (1) Given the product [CH3:29][O:30][C:31]1[N:36]=[C:35](/[CH:37]=[CH:38]/[C:39]2[N:16]=[C:12]3[CH:11]([C:17]4[CH:22]=[CH:21][CH:20]=[CH:19][C:18]=4[C:23]([F:24])([F:25])[F:26])[CH2:10][CH2:9][CH2:8][N:42]3[N:41]=2)[CH:34]=[CH:33][C:32]=1[N:43]1[CH:47]=[C:46]([CH3:48])[N:45]=[CH:44]1, predict the reactants needed to synthesize it. The reactants are: N1C=CN=C1.Cl.Cl[CH2:8][CH2:9][CH2:10][CH:11]([C:17]1[CH:22]=[CH:21][CH:20]=[CH:19][C:18]=1[C:23]([F:26])([F:25])[F:24])[C:12](=[NH:16])OCC.Cl.Cl.[CH3:29][O:30][C:31]1[N:36]=[C:35](/[CH:37]=[CH:38]/[C:39]([NH:41][NH2:42])=O)[CH:34]=[CH:33][C:32]=1[N:43]1[CH:47]=[C:46]([CH3:48])[N:45]=[CH:44]1.Cl. (2) Given the product [N+:1]([C:4]1[CH:5]=[C:6]([CH:14]=[CH:15][CH:16]=1)[O:7][CH2:8][CH2:9][CH2:10][CH2:11][CH2:12][NH:13][S:27]([C:17]1[C:26]2[C:21](=[CH:22][CH:23]=[CH:24][CH:25]=2)[CH:20]=[CH:19][CH:18]=1)(=[O:29])=[O:28])([O-:3])=[O:2], predict the reactants needed to synthesize it. The reactants are: [N+:1]([C:4]1[CH:5]=[C:6]([CH:14]=[CH:15][CH:16]=1)[O:7][CH2:8][CH2:9][CH2:10][CH2:11][CH2:12][NH2:13])([O-:3])=[O:2].[C:17]1([S:27](Cl)(=[O:29])=[O:28])[C:26]2[C:21](=[CH:22][CH:23]=[CH:24][CH:25]=2)[CH:20]=[CH:19][CH:18]=1.C(N(CC)CC)C.